From a dataset of Full USPTO retrosynthesis dataset with 1.9M reactions from patents (1976-2016). Predict the reactants needed to synthesize the given product. (1) The reactants are: [CH:1]1([C:4]2[C:9]([O:10][CH:11]([F:13])[F:12])=[CH:8][C:7](B3OC(C)(C)C(C)(C)O3)=[CH:6][N:5]=2)[CH2:3][CH2:2]1.[OH:23]O. Given the product [CH:1]1([C:4]2[N:5]=[CH:6][C:7]([OH:23])=[CH:8][C:9]=2[O:10][CH:11]([F:13])[F:12])[CH2:3][CH2:2]1, predict the reactants needed to synthesize it. (2) Given the product [NH2:1][C:4]1[CH:9]=[CH:8][C:7]([S:10]([NH:13][C:14]2[S:15][C:16]([C:19]3[CH:24]=[CH:23][CH:22]=[CH:21][CH:20]=3)=[N:17][N:18]=2)(=[O:12])=[O:11])=[CH:6][CH:5]=1, predict the reactants needed to synthesize it. The reactants are: [N+:1]([C:4]1[CH:9]=[CH:8][C:7]([S:10]([NH:13][C:14]2[S:15][C:16]([C:19]3[CH:24]=[CH:23][CH:22]=[CH:21][CH:20]=3)=[N:17][N:18]=2)(=[O:12])=[O:11])=[CH:6][CH:5]=1)([O-])=O.O.